Task: Predict the product of the given reaction.. Dataset: Forward reaction prediction with 1.9M reactions from USPTO patents (1976-2016) (1) Given the reactants [CH2:1]([O:8][C:9]1[C:13](=[CH:14][C:15]2[NH:16][C:17]([CH3:20])=[CH:18][CH:19]=2)[NH:12][C:11](=[O:21])[CH:10]=1)[C:2]1[CH:7]=[CH:6][CH:5]=[CH:4][CH:3]=1.[F:22][C:23]([F:36])([F:35])[S:24](O[S:24]([C:23]([F:36])([F:35])[F:22])(=[O:26])=[O:25])(=[O:26])=[O:25].C([O-])(O)=O.[Na+], predict the reaction product. The product is: [F:22][C:23]([F:36])([F:35])[S:24]([O:21][C:11]1[NH:12][C:13]([CH:14]=[C:15]2[CH:19]=[CH:18][C:17]([CH3:20])=[N:16]2)=[C:9]([O:8][CH2:1][C:2]2[CH:7]=[CH:6][CH:5]=[CH:4][CH:3]=2)[CH:10]=1)(=[O:26])=[O:25]. (2) Given the reactants [CH2:1]([NH:8][C:9]([CH2:20][CH2:21][CH:22]=[CH2:23])([C:15](OCC)=[O:16])[C:10](OCC)=[O:11])[C:2]1[CH:7]=[CH:6][CH:5]=[CH:4][CH:3]=1.[H-].[H-].[H-].[H-].[Li+].[Al+3].S([O-])([O-])(=O)=O.[Na+].[Na+].O, predict the reaction product. The product is: [CH2:1]([NH:8][C:9]([CH2:20][CH2:21][CH:22]=[CH2:23])([CH2:10][OH:11])[CH2:15][OH:16])[C:2]1[CH:7]=[CH:6][CH:5]=[CH:4][CH:3]=1. (3) Given the reactants Br[C:2]1[CH:7]=[CH:6][N:5]=[CH:4][C:3]=1[C:8]1[CH:13]=[CH:12][C:11]([N+:14]([O-:16])=[O:15])=[CH:10][CH:9]=1.[C:17]1(B(O)O)[CH:22]=[CH:21][CH:20]=[CH:19][CH:18]=1.CC1C=CN=CC=1C1C=CC=C2C=1C=NN2, predict the reaction product. The product is: [N+:14]([C:11]1[CH:12]=[CH:13][C:8]([C:3]2[CH:4]=[N:5][CH:6]=[CH:7][C:2]=2[C:17]2[CH:22]=[CH:21][CH:20]=[CH:19][CH:18]=2)=[CH:9][CH:10]=1)([O-:16])=[O:15]. (4) Given the reactants [CH2:1]([NH2:5])[CH2:2][CH2:3][CH3:4].[Cl:6][C:7]1=[N:8][C:9]2[CH:22]=[C:21]([C:23](Cl)=[O:24])[CH:20]=[CH:19][C:10]=2[S:11][C:12]2[CH:17]=[C:16]([F:18])[CH:15]=[CH:14][C:13]1=2, predict the reaction product. The product is: [CH2:1]([NH:5][C:23]([C:21]1[CH:20]=[CH:19][C:10]2[S:11][C:12]3[CH:17]=[C:16]([F:18])[CH:15]=[CH:14][C:13]=3[C:7]([Cl:6])=[N:8][C:9]=2[CH:22]=1)=[O:24])[CH2:2][CH2:3][CH3:4]. (5) Given the reactants [F:1][C:2]([F:15])([F:14])[CH2:3][O:4][C:5]1[N:10]=[CH:9][C:8]([C:11]([OH:13])=O)=[CH:7][CH:6]=1.Cl.CN(C)CCCN=C=NCC.[NH2:28][C:29]1[N:34]=[C:33]([N:35]([C:37]2[CH:38]=[N:39][C:40]([F:43])=[CH:41][CH:42]=2)[CH3:36])[N:32]=[C:31]([C:44](=[N:46]O)[NH2:45])[N:30]=1, predict the reaction product. The product is: [F:43][C:40]1[N:39]=[CH:38][C:37]([N:35]([CH3:36])[C:33]2[N:34]=[C:29]([NH2:28])[N:30]=[C:31]([C:44]3[N:45]=[C:11]([C:8]4[CH:9]=[N:10][C:5]([O:4][CH2:3][C:2]([F:1])([F:15])[F:14])=[CH:6][CH:7]=4)[O:13][N:46]=3)[N:32]=2)=[CH:42][CH:41]=1. (6) Given the reactants C([O:3][C:4]([C:6]1[NH:7][C:8]2[C:13]([CH:14]=1)=[C:12]([O:15][CH2:16][C:17]1[CH:21]=[CH:20][O:19][CH:18]=1)[CH:11]=[CH:10][CH:9]=2)=[O:5])C.[OH-].[K+].CCO, predict the reaction product. The product is: [O:19]1[CH:20]=[CH:21][C:17]([CH2:16][O:15][C:12]2[CH:11]=[CH:10][CH:9]=[C:8]3[C:13]=2[CH:14]=[C:6]([C:4]([OH:5])=[O:3])[NH:7]3)=[CH:18]1. (7) Given the reactants [Cu][C:2]#[N:3].I[C:5]1[CH:6]=[C:7]([C:12]([F:15])([F:14])[F:13])[C:8]([NH2:11])=[N:9][CH:10]=1, predict the reaction product. The product is: [NH2:11][C:8]1[N:9]=[CH:10][C:5]([C:2]#[N:3])=[CH:6][C:7]=1[C:12]([F:15])([F:13])[F:14]. (8) Given the reactants [CH3:1][O:2][C:3]([C@H:5]1[C@H:10]([CH3:11])[O:9][C@@H:8]([CH2:12]I)[CH2:7][N:6]1[S:14][C:15]1[CH:20]=[CH:19][C:18]([O:21][CH2:22][C:23]2[CH:28]=[CH:27][C:26]([F:29])=[CH:25][CH:24]=2)=[CH:17][CH:16]=1)=[O:4].[CH3:30][OH:31], predict the reaction product. The product is: [CH3:1][O:2][C:3]([C@H:5]1[C@H:10]([CH3:11])[O:9][C@@H:8]([CH2:12][O:31][CH3:30])[CH2:7][N:6]1[S:14][C:15]1[CH:20]=[CH:19][C:18]([O:21][CH2:22][C:23]2[CH:28]=[CH:27][C:26]([F:29])=[CH:25][CH:24]=2)=[CH:17][CH:16]=1)=[O:4].